This data is from Full USPTO retrosynthesis dataset with 1.9M reactions from patents (1976-2016). The task is: Predict the reactants needed to synthesize the given product. (1) Given the product [OH:1][C:2]1[C:11]2[C:6](=[CH:7][CH:8]=[CH:9][CH:10]=2)[N:5]([CH:12]=[CH:13][C:14](=[CH2:16])[CH3:15])[C:4](=[O:17])[C:3]=1[C:18]([NH:33][NH:32][C:23](=[O:31])[CH2:24][CH2:25][CH2:26][CH2:27][CH2:28][CH2:29][CH3:30])=[O:20], predict the reactants needed to synthesize it. The reactants are: [OH:1][C:2]1[C:11]2[C:6](=[CH:7][CH:8]=[CH:9][CH:10]=2)[N:5]([CH:12]=[CH:13][C:14](=[CH2:16])[CH3:15])[C:4](=[O:17])[C:3]=1[C:18]([O:20]CC)=O.[C:23]([NH:32][NH2:33])(=[O:31])[CH2:24][CH2:25][CH2:26][CH2:27][CH2:28][CH2:29][CH3:30]. (2) Given the product [C:1]([O:5][C:6]([N:8]1[CH2:12][C@H:11]([OH:13])[C@@H:10]([NH2:14])[CH2:9]1)=[O:7])([CH3:4])([CH3:2])[CH3:3], predict the reactants needed to synthesize it. The reactants are: [C:1]([O:5][C:6]([N:8]1[CH2:12][C@H:11]([OH:13])[C@@H:10]([N:14]=[N+]=[N-])[CH2:9]1)=[O:7])([CH3:4])([CH3:3])[CH3:2]. (3) Given the product [C:1]([O:5][C:6]([NH:8][C@:9]12[CH2:17][CH:16]1[CH2:15][C@H:14]1[C@@H:10]2[CH2:11][NH:12][CH2:13]1)=[O:7])([CH3:4])([CH3:2])[CH3:3], predict the reactants needed to synthesize it. The reactants are: [C:1]([O:5][C:6]([NH:8][C@:9]12[CH2:17][CH:16]1[CH2:15][C@H:14]1[C@@H:10]2[CH2:11][N:12](CC2C=CC(OC)=CC=2)[CH2:13]1)=[O:7])([CH3:4])([CH3:3])[CH3:2].[H][H]. (4) Given the product [CH3:27][C:25]([CH3:28])([CH3:26])[C:24]([O:23][CH:21]([N:20]1[C:19]2[CH:30]=[CH:31][CH:32]=[CH:33][C:18]=2[N:17]=[C:16]1[S:15]([CH2:14][C:3]1[C:2]([CH3:1])=[C:7]([O:8][CH2:9][C:10]([F:11])([F:13])[F:12])[CH:6]=[CH:5][N:4]=1)=[O:39])[CH3:22])=[O:29], predict the reactants needed to synthesize it. The reactants are: [CH3:1][C:2]1[C:3]([CH2:14][S:15][C:16]2[N:20]([CH:21]([O:23][C:24](=[O:29])[C:25]([CH3:28])([CH3:27])[CH3:26])[CH3:22])[C:19]3[CH:30]=[CH:31][CH:32]=[CH:33][C:18]=3[N:17]=2)=[N:4][CH:5]=[CH:6][C:7]=1[O:8][CH2:9][C:10]([F:13])([F:12])[F:11].ClC1C=C(C=CC=1)C(OO)=[O:39]. (5) Given the product [C:10]([C:9]1[C:8]([O:12][CH2:29][C:30]([O:32][CH2:33][CH3:34])=[O:31])=[N:7][C:6]([N:13]2[CH2:14][CH2:15][O:16][CH2:17][CH2:18]2)=[C:5]2[CH2:19][O:20][C:2]([CH3:21])([CH3:1])[CH2:3][C:4]=12)#[N:11], predict the reactants needed to synthesize it. The reactants are: [CH3:1][C:2]1([CH3:21])[O:20][CH2:19][C:5]2=[C:6]([N:13]3[CH2:18][CH2:17][O:16][CH2:15][CH2:14]3)[NH:7][C:8](=[O:12])[C:9]([C:10]#[N:11])=[C:4]2[CH2:3]1.C(=O)([O-])[O-].[K+].[K+].Br[CH2:29][C:30]([O:32][CH2:33][CH3:34])=[O:31]. (6) Given the product [C:20]1([NH:23][C:6]([NH:8][C:14]2[CH:13]=[CH:12][CH:31]=[CH:30][CH:29]=2)=[O:7])[CH:19]=[CH:18][CH:17]=[CH:22][CH:21]=1, predict the reactants needed to synthesize it. The reactants are: C(O[C:6]([N:8]1[CH2:14][CH2:13][CH2:12]NCC1)=[O:7])(C)(C)C.FC(F)(F)[C:17]1[CH:22]=[CH:21][C:20]([N:23]=C=O)=[CH:19][CH:18]=1.O1C[CH2:31][CH2:30][CH2:29]1.